Dataset: Forward reaction prediction with 1.9M reactions from USPTO patents (1976-2016). Task: Predict the product of the given reaction. (1) Given the reactants [CH2:1]([OH:6])[CH2:2][CH2:3][CH2:4][OH:5].[H-].[Na+].[Cl:9][C:10]1[CH:15]=[CH:14][C:13]([CH:16]([C:40]2[CH:45]=[CH:44][C:43]([Cl:46])=[CH:42][CH:41]=2)[C:17]2[CH:18]=[C:19]3[C:24](=[CH:25][CH:26]=2)[N:23]=[C:22](Cl)[N:21]=[C:20]3[NH:28][CH2:29][C:30]2[CH:35]=[CH:34][CH:33]=[C:32]([C:36]([F:39])([F:38])[F:37])[CH:31]=2)=[CH:12][CH:11]=1, predict the reaction product. The product is: [Cl:46][C:43]1[CH:44]=[CH:45][C:40]([CH:16]([C:13]2[CH:12]=[CH:11][C:10]([Cl:9])=[CH:15][CH:14]=2)[C:17]2[CH:18]=[C:19]3[C:24](=[CH:25][CH:26]=2)[N:23]=[C:22]([O:5][CH2:4][CH2:3][CH2:2][CH2:1][OH:6])[N:21]=[C:20]3[NH:28][CH2:29][C:30]2[CH:35]=[CH:34][CH:33]=[C:32]([C:36]([F:39])([F:38])[F:37])[CH:31]=2)=[CH:41][CH:42]=1. (2) Given the reactants [O:1]([CH2:8][C:9]1[CH:17]=[CH:16][CH:15]=[CH:14][C:10]=1[C:11]([OH:13])=O)[C:2]1[CH:7]=[CH:6][CH:5]=[CH:4][CH:3]=1.FC(F)(F)C(OC(=O)C(F)(F)F)=O.B(F)(F)F.CCOCC, predict the reaction product. The product is: [CH:4]1[C:3]2[C:11](=[O:13])[C:10]3[CH:14]=[CH:15][CH:16]=[CH:17][C:9]=3[CH2:8][O:1][C:2]=2[CH:7]=[CH:6][CH:5]=1. (3) Given the reactants [C:1]([S:5][C:6]1[CH:11]=[CH:10][C:9]([N:12]2[CH2:17][CH2:16][C:15]([OH:18])=[C:14]([C:19]#[N:20])[C:13]2=[O:21])=[CH:8][CH:7]=1)([CH3:4])([CH3:3])[CH3:2].[C:22](Cl)(=O)C(Cl)=O, predict the reaction product. The product is: [C:1]([S:5][C:6]1[CH:11]=[CH:10][C:9]([N:12]2[CH2:17][CH2:16][C:15]([O:18][CH3:22])=[C:14]([C:19]#[N:20])[C:13]2=[O:21])=[CH:8][CH:7]=1)([CH3:4])([CH3:2])[CH3:3]. (4) Given the reactants Br[C:2]1[CH:3]=[C:4]2[C:8](=[CH:9][CH:10]=1)[CH2:7][C@H:6]([NH:11][S:12]([CH:15]([CH3:17])[CH3:16])(=[O:14])=[O:13])[CH2:5]2.[C:18]1([OH:24])[CH:23]=[CH:22][CH:21]=[CH:20][CH:19]=1.C(=O)([O-])[O-].[Cs+].[Cs+].CN(C)CC(O)=O, predict the reaction product. The product is: [C:18]1([O:24][C:2]2[CH:3]=[C:4]3[C:8](=[CH:9][CH:10]=2)[CH2:7][C@H:6]([NH:11][S:12]([CH:15]([CH3:17])[CH3:16])(=[O:14])=[O:13])[CH2:5]3)[CH:23]=[CH:22][CH:21]=[CH:20][CH:19]=1. (5) Given the reactants [CH2:1]([O:3][C:4]1[CH:5]=[C:6]([CH:21]=[CH:22][C:23]=1[O:24][CH2:25][CH3:26])[C:7]([N:9]1[C:18]2[C:13](=[CH:14][CH:15]=[CH:16][CH:17]=2)[CH:12](O)[CH2:11][CH:10]1[CH3:20])=[O:8])[CH3:2].[NH:27]1[C:36]2[C:31](=[CH:32][CH:33]=[CH:34][CH:35]=2)[CH2:30][CH2:29][CH2:28]1, predict the reaction product. The product is: [CH2:1]([O:3][C:4]1[CH:5]=[C:6]([CH:21]=[CH:22][C:23]=1[O:24][CH2:25][CH3:26])[C:7]([N:9]1[C:18]2[C:13](=[CH:14][CH:15]=[CH:16][CH:17]=2)[CH:12]([N:27]2[C:36]3[C:31](=[CH:32][CH:33]=[CH:34][CH:35]=3)[CH2:30][CH2:29][CH2:28]2)[CH2:11][CH:10]1[CH3:20])=[O:8])[CH3:2]. (6) The product is: [NH2:1][C:2]1[C:7]([C:8]#[N:9])=[C:6]([C:10]2[CH:11]=[CH:12][C:13]([NH2:16])=[CH:14][CH:15]=2)[C:5]([C:19]#[N:20])=[C:4]([O:21][CH3:22])[N:3]=1. Given the reactants [NH2:1][C:2]1[C:7]([C:8]#[N:9])=[C:6]([C:10]2[CH:15]=[CH:14][C:13]([N+:16]([O-])=O)=[CH:12][CH:11]=2)[C:5]([C:19]#[N:20])=[C:4]([O:21][CH3:22])[N:3]=1, predict the reaction product.